From a dataset of Forward reaction prediction with 1.9M reactions from USPTO patents (1976-2016). Predict the product of the given reaction. (1) The product is: [Br:1][C:2]1[CH:3]=[C:4]2[CH:5]=[CH:6][N:7]([CH2:20][O:19][CH2:18][CH2:17][Si:14]([CH3:16])([CH3:15])[CH3:13])[C:8]2=[N:9][CH:10]=1. Given the reactants [Br:1][C:2]1[CH:3]=[C:4]2[C:8](=[N:9][CH:10]=1)[NH:7][CH:6]=[CH:5]2.[H-].[Na+].[CH3:13][Si:14]([CH2:17][CH2:18][O:19][CH2:20]Cl)([CH3:16])[CH3:15], predict the reaction product. (2) Given the reactants [Cl:1][C:2]1[NH:7][C:6](=[O:8])[NH:5][C:4](=[O:9])[CH:3]=1.[Li+].[Br-].[H-].[Na+].[CH3:14][Si:15]([CH3:22])([CH3:21])[CH2:16][CH2:17][O:18][CH2:19]Cl, predict the reaction product. The product is: [Cl:1][C:2]1[N:7]([CH2:19][O:18][CH2:17][CH2:16][Si:15]([CH3:22])([CH3:21])[CH3:14])[C:6](=[O:8])[NH:5][C:4](=[O:9])[CH:3]=1. (3) Given the reactants [BH4-].[Na+].[S:3]1[C:7]2[CH:8]=[CH:9][C:10]([CH2:12][C:13](O)=[O:14])=[CH:11][C:6]=2[CH:5]=[CH:4]1.S(=O)(=O)(O)O, predict the reaction product. The product is: [S:3]1[C:7]2[CH:8]=[CH:9][C:10]([CH2:12][CH2:13][OH:14])=[CH:11][C:6]=2[CH:5]=[CH:4]1. (4) Given the reactants COC1C=CC(P2(SP(C3C=CC(OC)=CC=3)(=S)S2)=[S:10])=CC=1.[CH2:23]([O:30][N:31]1[C:37](=[O:38])[N:36]2[CH2:39][C@H:32]1[CH2:33][CH2:34][C@H:35]2[C:40]([NH:42][NH:43][C:44]([CH:46]1[CH2:51][CH2:50][N:49]([C:52]([O:54][C:55]([CH3:58])([CH3:57])[CH3:56])=[O:53])[CH2:48][CH2:47]1)=O)=O)[C:24]1[CH:29]=[CH:28][CH:27]=[CH:26][CH:25]=1.C([O-])(O)=O.[Na+], predict the reaction product. The product is: [CH2:23]([O:30][N:31]1[C:37](=[O:38])[N:36]2[CH2:39][C@H:32]1[CH2:33][CH2:34][C@H:35]2[C:40]1[S:10][C:44]([CH:46]2[CH2:51][CH2:50][N:49]([C:52]([O:54][C:55]([CH3:58])([CH3:57])[CH3:56])=[O:53])[CH2:48][CH2:47]2)=[N:43][N:42]=1)[C:24]1[CH:29]=[CH:28][CH:27]=[CH:26][CH:25]=1. (5) Given the reactants [Br:1][C:2]1[S:3][CH:4]=[C:5](Br)[N:6]=1.[Li]CCCC.Cl[Si:14]([CH3:17])([CH3:16])[CH3:15], predict the reaction product. The product is: [Si:14]([C:5]1[N:6]=[C:2]([Br:1])[S:3][CH:4]=1)([CH3:17])([CH3:16])[CH3:15]. (6) The product is: [CH3:15][O:16][C:17]1[CH:25]=[C:24]2[C:20]([CH:21]=[N:22][NH:23]2)=[CH:19][C:18]=1[NH:26][C:2]1[C:3]2[C:10]([C:11]([F:14])([F:13])[F:12])=[CH:9][NH:8][C:4]=2[N:5]=[CH:6][N:7]=1. Given the reactants Cl[C:2]1[C:3]2[C:10]([C:11]([F:14])([F:13])[F:12])=[CH:9][NH:8][C:4]=2[N:5]=[CH:6][N:7]=1.[CH3:15][O:16][C:17]1[CH:25]=[C:24]2[C:20]([CH:21]=[N:22][NH:23]2)=[CH:19][C:18]=1[NH2:26], predict the reaction product. (7) The product is: [CH2:11]([O:19][C:11](=[O:19])[C@H:10]([CH3:20])[CH2:9][C@H:8]([NH2:12])[CH2:7][C:4]1[CH:3]=[CH:2][C:1]([C:1]2[CH:6]=[CH:5][CH:4]=[CH:3][CH:2]=2)=[CH:6][CH:5]=1)[CH3:10]. Given the reactants [C:1]1(C2C=CC=CC=2)[CH:6]=[CH:5][C:4]([CH2:7][C@H:8]2[N:12](C(=O)C(C)(C)C)[C:11](=[O:19])[C@H:10]([CH3:20])[CH2:9]2)=[CH:3][CH:2]=1.S(=O)(=O)(O)O, predict the reaction product. (8) Given the reactants Cl[CH2:2][C:3]1[N:12]([C:13]2[CH:18]=[CH:17][CH:16]=[CH:15][CH:14]=2)[C:11](=[O:19])[C:10]2[C:5](=[CH:6][CH:7]=[C:8]([N+:20]([O-:22])=[O:21])[CH:9]=2)[N:4]=1.C(=O)([O-])[O-].[K+].[K+].[CH2:29]([N:31]([CH2:39][CH2:40][NH:41][CH3:42])[C:32](=[O:38])[O:33][C:34]([CH3:37])([CH3:36])[CH3:35])[CH3:30].[I-].[K+], predict the reaction product. The product is: [CH2:29]([N:31]([CH2:39][CH2:40][N:41]([CH3:42])[CH2:2][C:3]1[N:12]([C:13]2[CH:18]=[CH:17][CH:16]=[CH:15][CH:14]=2)[C:11](=[O:19])[C:10]2[C:5](=[CH:6][CH:7]=[C:8]([N+:20]([O-:22])=[O:21])[CH:9]=2)[N:4]=1)[C:32](=[O:38])[O:33][C:34]([CH3:37])([CH3:35])[CH3:36])[CH3:30].